Dataset: CYP2D6 inhibition data for predicting drug metabolism from PubChem BioAssay. Task: Regression/Classification. Given a drug SMILES string, predict its absorption, distribution, metabolism, or excretion properties. Task type varies by dataset: regression for continuous measurements (e.g., permeability, clearance, half-life) or binary classification for categorical outcomes (e.g., BBB penetration, CYP inhibition). Dataset: cyp2d6_veith. The molecule is C#CCSc1nc(Cc2ccc(Cl)cc2)nc2ccccc12. The result is 0 (non-inhibitor).